Dataset: Full USPTO retrosynthesis dataset with 1.9M reactions from patents (1976-2016). Task: Predict the reactants needed to synthesize the given product. (1) Given the product [Br:1][C:2]1[CH:7]=[CH:6][CH:5]=[C:4]([N:10]2[CH:14]=[N:13][CH:12]=[N:11]2)[N:3]=1, predict the reactants needed to synthesize it. The reactants are: [Br:1][C:2]1[CH:7]=[CH:6][CH:5]=[C:4](Br)[N:3]=1.[Na].[NH:10]1[CH:14]=[N:13][CH:12]=[N:11]1. (2) Given the product [Br:1][C:2]1[CH:3]=[CH:4][C:5]2[O:11][CH2:10][CH2:9][N:8]3[C:12]([C:18]([NH:29][CH:26]4[CH2:27][CH2:28][O:23][CH2:24][CH2:25]4)=[O:19])=[C:13]([C:15]([NH2:16])=[O:17])[N:14]=[C:7]3[C:6]=2[CH:21]=1, predict the reactants needed to synthesize it. The reactants are: [Br:1][C:2]1[CH:3]=[CH:4][C:5]2[O:11][CH2:10][CH2:9][N:8]3[C:12]([C:18](O)=[O:19])=[C:13]([C:15](=[O:17])[NH2:16])[N:14]=[C:7]3[C:6]=2[CH:21]=1.Cl.[O:23]1[CH2:28][CH2:27][CH:26]([NH2:29])[CH2:25][CH2:24]1. (3) Given the product [CH3:32][CH:31]([CH3:33])[CH:29]([N:30]1[CH2:2][C:3]2[C:8](=[CH:7][CH:6]=[C:5]([C:11]3[CH:16]=[CH:15][C:14]([N+:17]([O-:19])=[O:18])=[CH:13][CH:12]=3)[CH:4]=2)[CH2:9]1)[C:28]([O:27][CH3:26])=[O:34], predict the reactants needed to synthesize it. The reactants are: Br[CH2:2][C:3]1[CH:4]=[C:5]([C:11]2[CH:16]=[CH:15][C:14]([N+:17]([O-:19])=[O:18])=[CH:13][CH:12]=2)[CH:6]=[CH:7][C:8]=1[CH2:9]Br.C(=O)([O-])[O-].[K+].[K+].[CH3:26][O:27][C:28](=[O:34])[C@H:29]([CH:31]([CH3:33])[CH3:32])[NH2:30].O. (4) Given the product [CH3:18][NH:1][C:2]1[CH:3]=[CH:4][C:5]([O:16][CH3:17])=[C:6]([NH:8][C:9](=[O:15])[O:10][C:11]([CH3:12])([CH3:13])[CH3:14])[CH:7]=1, predict the reactants needed to synthesize it. The reactants are: [NH2:1][C:2]1[CH:3]=[CH:4][C:5]([O:16][CH3:17])=[C:6]([NH:8][C:9](=[O:15])[O:10][C:11]([CH3:14])([CH3:13])[CH3:12])[CH:7]=1.[CH2:18]=O.C[O-].[Na+].[BH4-].[Na+]. (5) Given the product [OH:17][C:7]1([C:5]2[CH:4]=[N:3][CH:2]=[N:1][CH:6]=2)[CH2:16][CH2:15][C:10](=[O:11])[CH2:9][CH2:8]1, predict the reactants needed to synthesize it. The reactants are: [N:1]1[CH:6]=[C:5]([C:7]2([OH:17])[CH2:16][CH2:15][C:10]3(OCC[O:11]3)[CH2:9][CH2:8]2)[CH:4]=[N:3][CH:2]=1.C([O-])([O-])=O.[Na+].[Na+]. (6) Given the product [O-2:13].[Ca+2:3].[NH2:4][C@H:5]([C:12]([OH:14])=[O:13])[CH2:6][C:7]1[N:11]=[CH:10][NH:9][CH:8]=1, predict the reactants needed to synthesize it. The reactants are: O.[O-2].[Ca+2:3].[NH2:4][C@H:5]([C:12]([OH:14])=[O:13])[CH2:6][C:7]1[N:11]=[CH:10][NH:9][CH:8]=1. (7) Given the product [C:1]([O:5][C:6]([N:7]([CH2:8][CH2:9][CH2:10][CH2:11][CH2:12][CH2:13][O:14][CH2:15][CH2:16][CH2:17][CH2:18][C:19]1[CH:20]=[CH:21][CH:22]=[CH:23][CH:24]=1)[CH2:25][CH:26]([C:28]1[CH:33]=[CH:32][C:31]([O:34][P:35]([O:42][C:43]([CH3:46])([CH3:45])[CH3:44])([O:37][C:38]([CH3:39])([CH3:40])[CH3:41])=[O:36])=[C:30]([CH:29]=1)[CH2:47][O:48][S:62]([CH3:61])(=[O:64])=[O:63])[OH:27])=[O:49])([CH3:2])([CH3:3])[CH3:4], predict the reactants needed to synthesize it. The reactants are: [C:1]([O:5][C:6](=[O:49])[N:7]([CH2:25][CH:26]([C:28]1[CH:33]=[CH:32][C:31]([O:34][P:35]([O:42][C:43]([CH3:46])([CH3:45])[CH3:44])([O:37][C:38]([CH3:41])([CH3:40])[CH3:39])=[O:36])=[C:30]([CH2:47][OH:48])[CH:29]=1)[OH:27])[CH2:8][CH2:9][CH2:10][CH2:11][CH2:12][CH2:13][O:14][CH2:15][CH2:16][CH2:17][CH2:18][C:19]1[CH:24]=[CH:23][CH:22]=[CH:21][CH:20]=1)([CH3:4])([CH3:3])[CH3:2].CN1C(C)(C)CCCC1(C)C.[CH3:61][S:62](Cl)(=[O:64])=[O:63]. (8) Given the product [CH2:2]([N:9]1[CH2:12][CH:11]([O:13][C:17]2[N:22]=[CH:21][N:20]=[C:19]3[N:23]([C:26]4[CH:27]=[CH:28][C:29]([S:32]([CH3:35])(=[O:33])=[O:34])=[CH:30][CH:31]=4)[N:24]=[CH:25][C:18]=23)[CH2:10]1)[C:3]1[CH:4]=[CH:5][CH:6]=[CH:7][CH:8]=1, predict the reactants needed to synthesize it. The reactants are: Cl.[CH2:2]([N:9]1[CH2:12][CH:11]([OH:13])[CH2:10]1)[C:3]1[CH:8]=[CH:7][CH:6]=[CH:5][CH:4]=1.[H-].[Na+].Cl[C:17]1[N:22]=[CH:21][N:20]=[C:19]2[N:23]([C:26]3[CH:31]=[CH:30][C:29]([S:32]([CH3:35])(=[O:34])=[O:33])=[CH:28][CH:27]=3)[N:24]=[CH:25][C:18]=12.